This data is from Peptide-MHC class I binding affinity with 185,985 pairs from IEDB/IMGT. The task is: Regression. Given a peptide amino acid sequence and an MHC pseudo amino acid sequence, predict their binding affinity value. This is MHC class I binding data. The peptide sequence is SRGDKQRGGK. The MHC is HLA-B27:05 with pseudo-sequence HLA-B27:05. The binding affinity (normalized) is 0.152.